Dataset: Forward reaction prediction with 1.9M reactions from USPTO patents (1976-2016). Task: Predict the product of the given reaction. (1) Given the reactants [Cl:1][C:2]1[CH:3]=[C:4]([C:8]2[C:14]3[CH:15]=[CH:16][CH:17]=[CH:18][C:13]=3[NH:12][C:11](=S)[CH2:10][CH:9]=2)[CH:5]=[CH:6][CH:7]=1.[C:20]([NH:23][NH2:24])(=O)[CH3:21], predict the reaction product. The product is: [Cl:1][C:2]1[CH:3]=[C:4]([C:8]2[C:14]3[CH:15]=[CH:16][CH:17]=[CH:18][C:13]=3[N:12]3[C:20]([CH3:21])=[N:23][N:24]=[C:11]3[CH2:10][CH:9]=2)[CH:5]=[CH:6][CH:7]=1. (2) Given the reactants [CH2:1]([O:3][C:4]1[C:27]([O:28][CH3:29])=[CH:26][C:7]2[C:8]([C:17]3[CH:25]=[CH:24][C:20]([C:21](O)=[O:22])=[CH:19][CH:18]=3)=[N:9][C@H:10]3[C@@H:15]([C:6]=2[CH:5]=1)[CH2:14][N:13]([CH3:16])[CH2:12][CH2:11]3)[CH3:2].[CH:30]([NH:33][C@@H:34]([CH3:48])[CH2:35][O:36][CH2:37][C:38]1[CH:43]=[CH:42][C:41]([C:44]([F:47])([F:46])[F:45])=[CH:40][CH:39]=1)([CH3:32])[CH3:31], predict the reaction product. The product is: [CH2:1]([O:3][C:4]1[C:27]([O:28][CH3:29])=[CH:26][C:7]2[C:8]([C:17]3[CH:18]=[CH:19][C:20]([C:21]([N:33]([CH:30]([CH3:32])[CH3:31])[C@@H:34]([CH3:48])[CH2:35][O:36][CH2:37][C:38]4[CH:43]=[CH:42][C:41]([C:44]([F:45])([F:46])[F:47])=[CH:40][CH:39]=4)=[O:22])=[CH:24][CH:25]=3)=[N:9][C@H:10]3[C@@H:15]([C:6]=2[CH:5]=1)[CH2:14][N:13]([CH3:16])[CH2:12][CH2:11]3)[CH3:2]. (3) The product is: [CH2:1]([O:3][C:4]([CH2:5][C:6]1[CH:7]=[C:8]([CH:9]=[CH:10][CH:11]=1)[O:12][CH2:13]/[CH:14]=[CH:15]/[C:16]#[C:17][C:18]1[CH:23]=[CH:22][C:21]([C:24]#[C:25]/[CH:26]=[CH:27]/[CH2:28][O:29][C:30]2[CH:31]=[C:32]([CH2:36][C:37]([OH:39])=[O:38])[CH:33]=[CH:34][CH:35]=2)=[CH:20][CH:19]=1)=[O:42])[CH3:2]. Given the reactants [CH2:1]([O:3][C:4](=[O:42])[CH2:5][C:6]1[CH:11]=[CH:10][CH:9]=[C:8]([O:12][CH2:13]/[CH:14]=[CH:15]/[C:16]#[C:17][C:18]2[CH:23]=[CH:22][C:21]([C:24]#[C:25]/[CH:26]=[CH:27]/[CH2:28][O:29][C:30]3[CH:35]=[CH:34][CH:33]=[C:32]([CH2:36][C:37]([O:39]CC)=[O:38])[CH:31]=3)=[CH:20][CH:19]=2)[CH:7]=1)[CH3:2].[OH-].[Na+].Cl.C(OCC)(=O)C, predict the reaction product. (4) Given the reactants Cl.Cl.[O:3]1[C:12]2[C:7](=[CH:8][CH:9]=[CH:10][CH:11]=2)[C@H:6]([NH:13][C:14]([C@@H:16]2[CH2:21][N:20]3[CH2:22][C:23]([F:26])([F:25])[CH2:24][C@@H:19]3[CH2:18][NH:17]2)=[O:15])[CH2:5][CH2:4]1.C(N(C(C)C)C(C)C)C.[C:36]([O:40][C:41]([NH:43][C@@H:44]([C:48]1[CH:53]=[CH:52][CH:51]=[CH:50][CH:49]=1)[C:45](O)=[O:46])=[O:42])([CH3:39])([CH3:38])[CH3:37].F[P-](F)(F)(F)(F)F.N1(OC(N(C)C)=[N+](C)C)C2N=CC=CC=2N=N1, predict the reaction product. The product is: [C:36]([O:40][C:41](=[O:42])[NH:43][C@@H:44]([C:48]1[CH:49]=[CH:50][CH:51]=[CH:52][CH:53]=1)[C:45]([N:17]1[C@H:16]([C:14](=[O:15])[NH:13][C@H:6]2[C:7]3[C:12](=[CH:11][CH:10]=[CH:9][CH:8]=3)[O:3][CH2:4][CH2:5]2)[CH2:21][N:20]2[CH2:22][C:23]([F:25])([F:26])[CH2:24][C@@H:19]2[CH2:18]1)=[O:46])([CH3:39])([CH3:37])[CH3:38]. (5) The product is: [C:4]([C:3]1[CH:6]=[C:7]([O:10][CH2:11][CH:12]2[CH2:17][CH2:16][N:15]([CH2:18][C:19]([F:22])([CH3:21])[CH3:20])[CH2:14][CH2:13]2)[CH:8]=[CH:9][C:2]=1[C:30]1[CH:31]=[CH:32][C:27]([C:25]([O:24][CH3:23])=[O:26])=[CH:28][CH:29]=1)#[N:5]. Given the reactants Br[C:2]1[CH:9]=[CH:8][C:7]([O:10][CH2:11][CH:12]2[CH2:17][CH2:16][N:15]([CH2:18][C:19]([F:22])([CH3:21])[CH3:20])[CH2:14][CH2:13]2)=[CH:6][C:3]=1[C:4]#[N:5].[CH3:23][O:24][C:25]([C:27]1[CH:32]=[CH:31][C:30](B(O)O)=[CH:29][CH:28]=1)=[O:26].C([O-])([O-])=O.[Cs+].[Cs+], predict the reaction product. (6) Given the reactants [CH3:1][O:2][C:3]1[CH:8]=[CH:7][CH:6]=[CH:5][C:4]=1[C:9]1[C:17]2[C:12](=[N:13][CH:14]=[C:15](B3OC(C)(C)C(C)(C)O3)[CH:16]=2)[N:11]([S:27]([C:30]2[CH:35]=[CH:34][C:33]([CH3:36])=[CH:32][CH:31]=2)(=[O:29])=[O:28])[CH:10]=1.[CH3:37][N:38]([CH3:49])[C:39]([C:41]1[CH:46]=[C:45](Cl)[N:44]=[N:43][C:42]=1[NH2:48])=[O:40].C1(P(C2CCCCC2)C2C=CC=CC=2C2C(OC)=CC=CC=2OC)CCCCC1.C(=O)([O-])[O-].[K+].[K+], predict the reaction product. The product is: [CH3:37][N:38]([CH3:49])[C:39]([C:41]1[CH:46]=[C:45]([C:15]2[CH:16]=[C:17]3[C:9]([C:4]4[CH:5]=[CH:6][CH:7]=[CH:8][C:3]=4[O:2][CH3:1])=[CH:10][N:11]([S:27]([C:30]4[CH:31]=[CH:32][C:33]([CH3:36])=[CH:34][CH:35]=4)(=[O:28])=[O:29])[C:12]3=[N:13][CH:14]=2)[N:44]=[N:43][C:42]=1[NH2:48])=[O:40]. (7) The product is: [C:1]([O:5][C:6](=[O:42])[C@@H:7]([NH:20][C:21](=[O:41])[C@@H:22]([NH:33][C:34]([O:36][C:37]([CH3:40])([CH3:39])[CH3:38])=[O:35])[CH2:23][C:24]1[C:32]2[C:27](=[CH:28][CH:29]=[CH:30][CH:31]=2)[NH:26][CH:25]=1)[CH2:8][CH2:9][C:10]([OH:12])=[O:11])([CH3:2])([CH3:4])[CH3:3]. Given the reactants [C:1]([O:5][C:6](=[O:42])[C@@H:7]([NH:20][C:21](=[O:41])[C@@H:22]([NH:33][C:34]([O:36][C:37]([CH3:40])([CH3:39])[CH3:38])=[O:35])[CH2:23][C:24]1[C:32]2[C:27](=[CH:28][CH:29]=[CH:30][CH:31]=2)[NH:26][CH:25]=1)[CH2:8][CH2:9][C:10]([O:12]CC1C=CC=CC=1)=[O:11])([CH3:4])([CH3:3])[CH3:2], predict the reaction product. (8) Given the reactants [Cl:1][C:2]1[CH:7]=[C:6](Cl)[N:5]2[N:9]=[CH:10][CH:11]=[C:4]2[N:3]=1.[CH2:12]([SH:19])[C:13]1[CH:18]=[CH:17][CH:16]=[CH:15][CH:14]=1.C(N(CC)CC)C.C(#N)C, predict the reaction product. The product is: [CH2:12]([S:19][C:6]1[N:5]2[N:9]=[CH:10][CH:11]=[C:4]2[N:3]=[C:2]([Cl:1])[CH:7]=1)[C:13]1[CH:18]=[CH:17][CH:16]=[CH:15][CH:14]=1.